Dataset: Full USPTO retrosynthesis dataset with 1.9M reactions from patents (1976-2016). Task: Predict the reactants needed to synthesize the given product. (1) Given the product [C:26]([O:27][CH2:84][C@@H:85]([C:103]([OH:105])=[O:104])[NH2:86])(=[O:34])[CH3:9], predict the reactants needed to synthesize it. The reactants are: C[C@@]1(O)C2C=CC=C(O)C=2C(O)=C2[C@@H]1[C@H](O)[C@@H]1[C@](O)(C2=O)C(O)=[C:9]([C:26](N)=[O:27])C(=O)[C@H]1N(C)C.[O:34]=C[C@@H]([C@H]([C@@H]([C@@H](CO)O)O)O)O.OP([O-])(O)=O.[K+].[Na+].[Cl-].[O-]S([O-])(=O)=O.[Mg+2].[Cl-].[Cl-].[Ca+2].CC1[N+](CC2C=NC(C)=NC=2N)=CSC=1CCO.Cl.[Cl-].C[C:84]1(C)S[C@@H]2[C@H](NC([C@H](N)C3C=CC=CC=3)=O)C(=O)[N:86]2[C@H:85]1[C:103]([OH:105])=[O:104].N.O=O. (2) Given the product [CH3:34][O:33][C:30]1[CH:31]=[CH:32][C:27]([C:26](=[O:35])[CH2:25][C:21]2[CH:20]=[N:19][CH:24]=[CH:23][CH:22]=2)=[CH:28][CH:29]=1, predict the reactants needed to synthesize it. The reactants are: C(NC(C)C)(C)C.C([Li])CCC.CCCCCC.[N:19]1[CH:24]=[CH:23][CH:22]=[C:21]([CH3:25])[CH:20]=1.[C:26](OCC)(=[O:35])[C:27]1[CH:32]=[CH:31][C:30]([O:33][CH3:34])=[CH:29][CH:28]=1. (3) Given the product [F:20][C:17]1[CH:18]=[CH:19][C:14]([S:12]([C:4]2[N:3]=[C:2]([NH:63][C:64]3[S:65][CH:66]=[CH:67][N:68]=3)[C:11]3[C:6]([CH:5]=2)=[CH:7][CH:8]=[CH:9][CH:10]=3)=[O:13])=[CH:15][CH:16]=1, predict the reactants needed to synthesize it. The reactants are: Br[C:2]1[C:11]2[C:6](=[CH:7][CH:8]=[CH:9][CH:10]=2)[CH:5]=[C:4]([S:12]([C:14]2[CH:19]=[CH:18][C:17]([F:20])=[CH:16][CH:15]=2)=[O:13])[N:3]=1.C1(P(C2C=CC=CC=2)C2C3OC4C(=CC=CC=4P(C4C=CC=CC=4)C4C=CC=CC=4)C(C)(C)C=3C=CC=2)C=CC=CC=1.[NH2:63][C:64]1[S:65][CH:66]=[CH:67][N:68]=1.C([O-])([O-])=O.[Na+].[Na+]. (4) Given the product [CH:1]1[C:13]2[CH:12]([CH2:14][O:15][C:16]([NH:26][CH2:27][C@H:28]3[CH2:29][CH2:30][C@H:31]([C:34]([OH:36])=[O:35])[CH2:32][CH2:33]3)=[O:17])[C:11]3[C:6](=[CH:7][CH:8]=[CH:9][CH:10]=3)[C:5]=2[CH:4]=[CH:3][CH:2]=1, predict the reactants needed to synthesize it. The reactants are: [CH:1]1[C:13]2[CH:12]([CH2:14][O:15][C:16](ON3C(=O)CCC3=O)=[O:17])[C:11]3[C:6](=[CH:7][CH:8]=[CH:9][CH:10]=3)[C:5]=2[CH:4]=[CH:3][CH:2]=1.[NH2:26][CH2:27][C@H:28]1[CH2:33][CH2:32][C@H:31]([C:34]([OH:36])=[O:35])[CH2:30][CH2:29]1.Cl. (5) Given the product [CH2:23]([N:30]1[C:5]2[C:4](=[CH:9][C:8]([N+:10]([O-:12])=[O:11])=[CH:7][CH:6]=2)[C:2]([CH3:1])=[N:31]1)[C:24]1[CH:29]=[CH:28][CH:27]=[CH:26][CH:25]=1, predict the reactants needed to synthesize it. The reactants are: [CH3:1][C:2]([C:4]1[CH:9]=[C:8]([N+:10]([O-:12])=[O:11])[CH:7]=[CH:6][C:5]=1F)=O.C(N(CC)CC)C.Cl.Cl.[CH2:23]([NH:30][NH2:31])[C:24]1[CH:29]=[CH:28][CH:27]=[CH:26][CH:25]=1. (6) Given the product [CH2:1]([O:8][C:9]1[CH:18]=[C:17]2[C:12]([C:13]([Cl:25])=[C:14]([N+:19]([O-:21])=[O:20])[CH:15]=[N:16]2)=[CH:11][CH:10]=1)[C:2]1[CH:7]=[CH:6][CH:5]=[CH:4][CH:3]=1, predict the reactants needed to synthesize it. The reactants are: [CH2:1]([O:8][C:9]1[CH:18]=[C:17]2[C:12]([C:13](O)=[C:14]([N+:19]([O-:21])=[O:20])[CH:15]=[N:16]2)=[CH:11][CH:10]=1)[C:2]1[CH:7]=[CH:6][CH:5]=[CH:4][CH:3]=1.P(Cl)(Cl)([Cl:25])=O.